This data is from Forward reaction prediction with 1.9M reactions from USPTO patents (1976-2016). The task is: Predict the product of the given reaction. (1) Given the reactants [Br:1][C:2]1[NH:6][C:5]2[CH:7]=[CH:8][CH:9]=[CH:10][C:4]=2[N:3]=1.[H-].[Na+].S(OCC)(O[CH2:17][CH3:18])(=O)=O, predict the reaction product. The product is: [Br:1][C:2]1[N:6]([CH2:17][CH3:18])[C:5]2[CH:7]=[CH:8][CH:9]=[CH:10][C:4]=2[N:3]=1. (2) Given the reactants C(OC([N:8]1[CH2:13][C@H:12]([CH2:14][N:15]2[C@H:20]([CH3:21])[CH2:19][O:18][CH2:17][C@H:16]2[CH3:22])[N:11]([CH2:23][C:24]([N:26]2[C:34]3[C:29](=[N:30][CH:31]=[C:32]([CH2:35][C:36]4[CH:41]=[CH:40][C:39]([F:42])=[CH:38][CH:37]=4)[CH:33]=3)[C:28]([CH3:44])([CH3:43])[CH2:27]2)=[O:25])[CH2:10][C@H:9]1[CH3:45])=O)(C)(C)C.O1CCOCC1.[ClH:52], predict the reaction product. The product is: [ClH:52].[ClH:52].[CH3:22][C@@H:16]1[CH2:17][O:18][CH2:19][C@@H:20]([CH3:21])[N:15]1[CH2:14][C@H:12]1[CH2:13][NH:8][C@H:9]([CH3:45])[CH2:10][N:11]1[CH2:23][C:24]([N:26]1[C:34]2[C:29](=[N:30][CH:31]=[C:32]([CH2:35][C:36]3[CH:37]=[CH:38][C:39]([F:42])=[CH:40][CH:41]=3)[CH:33]=2)[C:28]([CH3:44])([CH3:43])[CH2:27]1)=[O:25]. (3) Given the reactants C[O:2][C:3](=[O:25])[CH2:4][C:5]1[CH:6]=[C:7]([C:13]2[CH:18]=[CH:17][C:16]([C:19]([F:22])([F:21])[F:20])=[CH:15][C:14]=2[CH:23]=O)[C:8]([O:11][CH3:12])=[CH:9][CH:10]=1.[CH:26]1([NH2:29])[CH2:28][CH2:27]1.[C:30](Cl)(=[O:32])[CH3:31], predict the reaction product. The product is: [C:30]([N:29]([CH2:23][C:14]1[CH:15]=[C:16]([C:19]([F:22])([F:21])[F:20])[CH:17]=[CH:18][C:13]=1[C:7]1[C:8]([O:11][CH3:12])=[CH:9][CH:10]=[C:5]([CH2:4][C:3]([OH:25])=[O:2])[CH:6]=1)[CH:26]1[CH2:28][CH2:27]1)(=[O:32])[CH3:31]. (4) Given the reactants O1CCCCC1[N:7]1[CH:11]=[C:10]([C:12]2[CH:13]=[C:14]3[C:18](=[CH:19][CH:20]=2)[N:17]([CH2:21][CH:22]2[CH2:26][CH2:25][N:24]([C:27]([O:29][CH2:30][CH:31]([CH3:33])[CH3:32])=[O:28])[CH2:23]2)[CH:16]=[CH:15]3)[CH:9]=[N:8]1.[BH3-]C#N.[Na+].Cl.CO.ClCCl, predict the reaction product. The product is: [NH:7]1[CH:11]=[C:10]([C:12]2[CH:13]=[C:14]3[C:18](=[CH:19][CH:20]=2)[N:17]([CH2:21][CH:22]2[CH2:26][CH2:25][N:24]([C:27]([O:29][CH2:30][CH:31]([CH3:33])[CH3:32])=[O:28])[CH2:23]2)[CH2:16][CH2:15]3)[CH:9]=[N:8]1.